This data is from Forward reaction prediction with 1.9M reactions from USPTO patents (1976-2016). The task is: Predict the product of the given reaction. (1) Given the reactants [CH3:1][C:2]1[N:3]=[C:4]([C:8]2[C:13]([O:14][C:15]3[C:24]4[C:19](=[CH:20][C:21]([OH:27])=[C:22]([O:25][CH3:26])[CH:23]=4)[N:18]=[CH:17][CH:16]=3)=[CH:12][C:11]([CH3:28])=[C:10]([CH3:29])[N:9]=2)[S:5][C:6]=1[CH3:7].C(=O)([O-])[O-].[K+].[K+].Br[CH2:37][CH2:38][OH:39], predict the reaction product. The product is: [CH3:1][C:2]1[N:3]=[C:4]([C:8]2[C:13]([O:14][C:15]3[C:24]4[C:19](=[CH:20][C:21]([O:27][CH2:37][CH2:38][OH:39])=[C:22]([O:25][CH3:26])[CH:23]=4)[N:18]=[CH:17][CH:16]=3)=[CH:12][C:11]([CH3:28])=[C:10]([CH3:29])[N:9]=2)[S:5][C:6]=1[CH3:7]. (2) Given the reactants [CH3:1][C:2]12[CH2:8][CH:7]3[CH2:9][CH:5]([C:6]3([CH3:11])[CH3:10])[CH:4]1[CH:3]2[C:12]([O:14]CC)=[O:13].C[C@@]12[C@@H](C(OCC)=O)C1C[C@@H]1[C@@H](C1(C)C)C2, predict the reaction product. The product is: [CH3:1][C:2]12[CH2:8][CH:7]3[CH2:9][CH:5]([C:6]3([CH3:10])[CH3:11])[CH:4]1[CH:3]2[C:12]([OH:14])=[O:13]. (3) Given the reactants I[C:2]1[CH:3]=[C:4]([N:8]2[C:16]3[C:11](=[CH:12][CH:13]=[CH:14][CH:15]=3)[C:10]([C:17]([NH2:19])=[O:18])=[N:9]2)[CH:5]=[CH:6][CH:7]=1.[Si:20]([O:27][CH:28]1[CH2:32][N:31]([CH3:33])[C:30](=[O:34])[C:29]1([C:36]#[CH:37])[OH:35])([C:23]([CH3:26])([CH3:25])[CH3:24])([CH3:22])[CH3:21], predict the reaction product. The product is: [Si:20]([O:27][CH:28]1[CH2:32][N:31]([CH3:33])[C:30](=[O:34])[C:29]1([C:36]#[C:37][C:2]1[CH:3]=[C:4]([N:8]2[C:16]3[C:11](=[CH:12][CH:13]=[CH:14][CH:15]=3)[C:10]([C:17]([NH2:19])=[O:18])=[N:9]2)[CH:5]=[CH:6][CH:7]=1)[OH:35])([C:23]([CH3:26])([CH3:25])[CH3:24])([CH3:21])[CH3:22].